Dataset: NCI-60 drug combinations with 297,098 pairs across 59 cell lines. Task: Regression. Given two drug SMILES strings and cell line genomic features, predict the synergy score measuring deviation from expected non-interaction effect. (1) Drug 1: C1=CC(=CC=C1CCCC(=O)O)N(CCCl)CCCl. Drug 2: C1=CC=C(C(=C1)C(C2=CC=C(C=C2)Cl)C(Cl)Cl)Cl. Cell line: SF-268. Synergy scores: CSS=40.6, Synergy_ZIP=-2.11, Synergy_Bliss=-3.43, Synergy_Loewe=-7.29, Synergy_HSA=-3.40. (2) Drug 1: CN1C(=O)N2C=NC(=C2N=N1)C(=O)N. Drug 2: C#CCC(CC1=CN=C2C(=N1)C(=NC(=N2)N)N)C3=CC=C(C=C3)C(=O)NC(CCC(=O)O)C(=O)O. Cell line: DU-145. Synergy scores: CSS=51.8, Synergy_ZIP=15.4, Synergy_Bliss=2.44, Synergy_Loewe=58.9, Synergy_HSA=2.96. (3) Drug 1: C1=NC2=C(N1)C(=S)N=CN2. Drug 2: C1=NNC2=C1C(=O)NC=N2. Cell line: K-562. Synergy scores: CSS=58.2, Synergy_ZIP=-1.72, Synergy_Bliss=-2.47, Synergy_Loewe=-36.7, Synergy_HSA=-2.50.